Dataset: M1 muscarinic receptor antagonist screen with 61,756 compounds. Task: Binary Classification. Given a drug SMILES string, predict its activity (active/inactive) in a high-throughput screening assay against a specified biological target. (1) The compound is Clc1ccc(n2c(nnc2SCC(O)=O)c2sccc2)cc1. The result is 0 (inactive). (2) The molecule is S(Cc1cccnc1)c1sc(nn1)N. The result is 0 (inactive). (3) The molecule is S(=O)(=O)(N1CC(CCC1)C(=O)Nc1c(cccc1)C(OC)=O)c1ccccc1. The result is 0 (inactive). (4) The compound is O(CCn1c(nc2c1cccc2)CCCO)CCOC. The result is 0 (inactive). (5) The compound is Fc1ccc(n2c3nc(nc(c3[nH]c2=O)C(=O)N)c2c(OCC)cccc2)cc1. The result is 0 (inactive). (6) The drug is Fc1ccc(/C(=C/c2cc(OC)c(OCc3oc(cc3)C(O)=O)cc2)C#N)cc1. The result is 0 (inactive). (7) The molecule is S1C(C2=C(Nc3c1cccc3)c1c(C2=O)cccc1)c1occc1. The result is 0 (inactive).